This data is from Reaction yield outcomes from USPTO patents with 853,638 reactions. The task is: Predict the reaction yield, written as a fraction of the theoretical maximum amount of product (1.0 means a 100% yield; for example, 0.34 means a 34% yield). (1) The reactants are Cl[C:2]([O:4][C:5]1[CH:10]=[CH:9][C:8]([N+:11]([O-:13])=[O:12])=[CH:7][CH:6]=1)=[O:3].[Cl:14][C:15]1[CH:20]=[CH:19][CH:18]=[CH:17][C:16]=1[C:21]1[CH:22]=[N:23][NH:24][CH:25]=1.O. The catalyst is C(Cl)Cl. The product is [Cl:14][C:15]1[CH:20]=[CH:19][CH:18]=[CH:17][C:16]=1[C:21]1[CH:25]=[N:24][N:23]([C:2]([O:4][C:5]2[CH:10]=[CH:9][C:8]([N+:11]([O-:13])=[O:12])=[CH:7][CH:6]=2)=[O:3])[CH:22]=1. The yield is 0.450. (2) The reactants are [Br:1][C:2]1[CH:3]=[N:4][NH:5][CH:6]=1.[H-].[Na+].[O:9]1[CH2:13][CH2:12]OC1=O.CCOC(C)=O. The catalyst is CN(C=O)C. The product is [Br:1][C:2]1[CH:3]=[N:4][N:5]([CH2:12][CH2:13][OH:9])[CH:6]=1. The yield is 0.340. (3) The yield is 0.370. The reactants are [CH3:1][O:2][C:3]1[CH:8]=[CH:7][C:6]([C:9]2[C:13]([CH3:15])([CH3:14])[NH:12][C:11](=[O:16])[C:10]=2[C:17]2[CH:22]=[CH:21][C:20]([O:23][CH2:24][C:25]3[CH:34]=[CH:33][C:32]4[C:27](=[CH:28][CH:29]=[CH:30][CH:31]=4)[N:26]=3)=[CH:19][CH:18]=2)=[CH:5][CH:4]=1.[H-].[Na+].[CH3:37]I. The catalyst is CN(C=O)C.O. The product is [CH3:1][O:2][C:3]1[CH:4]=[CH:5][C:6]([C:9]2[C:13]([CH3:15])([CH3:14])[N:12]([CH3:37])[C:11](=[O:16])[C:10]=2[C:17]2[CH:22]=[CH:21][C:20]([O:23][CH2:24][C:25]3[CH:34]=[CH:33][C:32]4[C:27](=[CH:28][CH:29]=[CH:30][CH:31]=4)[N:26]=3)=[CH:19][CH:18]=2)=[CH:7][CH:8]=1. (4) The reactants are [Cl:1][C:2]1[CH:7]=[CH:6][C:5]([S:8]([N:11]([C@@H:19]2[CH2:25][C:24]([F:27])([F:26])[CH2:23][CH2:22][NH:21][C:20]2=[O:28])[CH2:12][CH:13]2[CH2:18][CH2:17][NH:16][CH2:15][CH2:14]2)(=[O:10])=[O:9])=[CH:4][CH:3]=1.C(N(CC)CC)C.[C:36](Cl)(=[O:43])[C:37]1[CH:42]=[CH:41][CH:40]=[CH:39][CH:38]=1. The catalyst is ClCCl. The product is [C:36]([N:16]1[CH2:15][CH2:14][CH:13]([CH2:12][N:11]([C@@H:19]2[CH2:25][C:24]([F:27])([F:26])[CH2:23][CH2:22][NH:21][C:20]2=[O:28])[S:8]([C:5]2[CH:6]=[CH:7][C:2]([Cl:1])=[CH:3][CH:4]=2)(=[O:9])=[O:10])[CH2:18][CH2:17]1)(=[O:43])[C:37]1[CH:42]=[CH:41][CH:40]=[CH:39][CH:38]=1. The yield is 0.580. (5) The reactants are C(OC(=O)[NH:7][CH:8]1[CH2:12][CH2:11][N:10]([C:13]2[C:22]3[C:17](=[CH:18][CH:19]=[CH:20][CH:21]=3)[N:16]=[CH:15][CH:14]=2)[CH2:9]1)(C)(C)C. The catalyst is C(O)(C(F)(F)F)=O.C(Cl)Cl. The product is [N:16]1[C:17]2[C:22](=[CH:21][CH:20]=[CH:19][CH:18]=2)[C:13]([N:10]2[CH2:11][CH2:12][CH:8]([NH2:7])[CH2:9]2)=[CH:14][CH:15]=1. The yield is 0.900. (6) The reactants are [CH3:1][O:2][C:3]1[CH:4]=[C:5](Cl)[CH:6]=[C:7]([O:9][CH3:10])[CH:8]=1.[CH3:12][NH2:13].CC([O-])(C)C.[Na+]. The catalyst is CC(C1C=C(C(C)C)C(C2C(P(C3CCCCC3)C3CCCCC3)=C(OC)C=CC=2OC)=C(C(C)C)C=1)C.C1C=[C-]C(CCN)=CC=1.Cl[Pd+].CC(O)(C)C. The product is [CH3:1][O:2][C:3]1[CH:4]=[C:5]([CH:6]=[C:7]([O:9][CH3:10])[CH:8]=1)[NH:13][CH3:12]. The yield is 0.900.